From a dataset of NCI-60 drug combinations with 297,098 pairs across 59 cell lines. Regression. Given two drug SMILES strings and cell line genomic features, predict the synergy score measuring deviation from expected non-interaction effect. (1) Drug 1: C1C(C(OC1N2C=C(C(=O)NC2=O)F)CO)O. Drug 2: C1=NC2=C(N1)C(=S)N=CN2. Cell line: SK-MEL-28. Synergy scores: CSS=34.4, Synergy_ZIP=-3.86, Synergy_Bliss=1.34, Synergy_Loewe=-1.94, Synergy_HSA=3.48. (2) Synergy scores: CSS=25.3, Synergy_ZIP=-10.4, Synergy_Bliss=-1.71, Synergy_Loewe=-33.4, Synergy_HSA=-4.36. Cell line: OVCAR-5. Drug 1: C1=NC2=C(N=C(N=C2N1C3C(C(C(O3)CO)O)O)F)N. Drug 2: CC1=C(C(=O)C2=C(C1=O)N3CC4C(C3(C2COC(=O)N)OC)N4)N. (3) Drug 1: CCC1(CC2CC(C3=C(CCN(C2)C1)C4=CC=CC=C4N3)(C5=C(C=C6C(=C5)C78CCN9C7C(C=CC9)(C(C(C8N6C=O)(C(=O)OC)O)OC(=O)C)CC)OC)C(=O)OC)O.OS(=O)(=O)O. Drug 2: C1CC(C1)(C(=O)O)C(=O)O.[NH2-].[NH2-].[Pt+2]. Cell line: SF-268. Synergy scores: CSS=20.3, Synergy_ZIP=-6.91, Synergy_Bliss=2.95, Synergy_Loewe=0.978, Synergy_HSA=1.28. (4) Drug 1: C1=NC2=C(N1)C(=S)N=C(N2)N. Drug 2: CC1CCCC2(C(O2)CC(NC(=O)CC(C(C(=O)C(C1O)C)(C)C)O)C(=CC3=CSC(=N3)C)C)C. Cell line: SK-MEL-5. Synergy scores: CSS=26.4, Synergy_ZIP=0.775, Synergy_Bliss=1.04, Synergy_Loewe=-2.13, Synergy_HSA=-0.948. (5) Drug 1: C1=CC(=CC=C1C#N)C(C2=CC=C(C=C2)C#N)N3C=NC=N3. Drug 2: CNC(=O)C1=NC=CC(=C1)OC2=CC=C(C=C2)NC(=O)NC3=CC(=C(C=C3)Cl)C(F)(F)F. Cell line: SN12C. Synergy scores: CSS=-4.87, Synergy_ZIP=4.22, Synergy_Bliss=1.28, Synergy_Loewe=-1.81, Synergy_HSA=-3.92. (6) Drug 1: CN1CCC(CC1)COC2=C(C=C3C(=C2)N=CN=C3NC4=C(C=C(C=C4)Br)F)OC. Drug 2: C1CC(=O)NC(=O)C1N2C(=O)C3=CC=CC=C3C2=O. Cell line: HS 578T. Synergy scores: CSS=1.74, Synergy_ZIP=7.19, Synergy_Bliss=9.77, Synergy_Loewe=3.33, Synergy_HSA=3.19. (7) Drug 1: C1=CC(=CC=C1CCC2=CNC3=C2C(=O)NC(=N3)N)C(=O)NC(CCC(=O)O)C(=O)O. Drug 2: COC1=C2C(=CC3=C1OC=C3)C=CC(=O)O2. Cell line: EKVX. Synergy scores: CSS=1.89, Synergy_ZIP=5.73, Synergy_Bliss=2.57, Synergy_Loewe=0.204, Synergy_HSA=0.603. (8) Drug 1: C1CCN(CC1)CCOC2=CC=C(C=C2)C(=O)C3=C(SC4=C3C=CC(=C4)O)C5=CC=C(C=C5)O. Drug 2: C1=CC(=CC=C1C#N)C(C2=CC=C(C=C2)C#N)N3C=NC=N3. Cell line: T-47D. Synergy scores: CSS=8.97, Synergy_ZIP=1.66, Synergy_Bliss=2.71, Synergy_Loewe=3.20, Synergy_HSA=3.90. (9) Drug 1: C1=NC(=NC(=O)N1C2C(C(C(O2)CO)O)O)N. Drug 2: C1CN(P(=O)(OC1)NCCCl)CCCl. Cell line: OVCAR-4. Synergy scores: CSS=25.8, Synergy_ZIP=-10.4, Synergy_Bliss=-5.63, Synergy_Loewe=-22.3, Synergy_HSA=-4.42. (10) Drug 1: CCCS(=O)(=O)NC1=C(C(=C(C=C1)F)C(=O)C2=CNC3=C2C=C(C=N3)C4=CC=C(C=C4)Cl)F. Drug 2: CCCCCOC(=O)NC1=NC(=O)N(C=C1F)C2C(C(C(O2)C)O)O. Cell line: A549. Synergy scores: CSS=-2.03, Synergy_ZIP=0.504, Synergy_Bliss=-3.35, Synergy_Loewe=-17.2, Synergy_HSA=-6.44.